This data is from NCI-60 drug combinations with 297,098 pairs across 59 cell lines. The task is: Regression. Given two drug SMILES strings and cell line genomic features, predict the synergy score measuring deviation from expected non-interaction effect. (1) Drug 1: C1=NC2=C(N1)C(=S)N=C(N2)N. Drug 2: CC1=C2C(C(=O)C3(C(CC4C(C3C(C(C2(C)C)(CC1OC(=O)C(C(C5=CC=CC=C5)NC(=O)C6=CC=CC=C6)O)O)OC(=O)C7=CC=CC=C7)(CO4)OC(=O)C)O)C)OC(=O)C. Cell line: SW-620. Synergy scores: CSS=35.7, Synergy_ZIP=-6.76, Synergy_Bliss=-3.90, Synergy_Loewe=-12.5, Synergy_HSA=-2.76. (2) Drug 1: CCC(=C(C1=CC=CC=C1)C2=CC=C(C=C2)OCCN(C)C)C3=CC=CC=C3.C(C(=O)O)C(CC(=O)O)(C(=O)O)O. Drug 2: CC1=C2C(C(=O)C3(C(CC4C(C3C(C(C2(C)C)(CC1OC(=O)C(C(C5=CC=CC=C5)NC(=O)OC(C)(C)C)O)O)OC(=O)C6=CC=CC=C6)(CO4)OC(=O)C)O)C)O. Cell line: SNB-75. Synergy scores: CSS=26.7, Synergy_ZIP=9.07, Synergy_Bliss=13.6, Synergy_Loewe=12.2, Synergy_HSA=12.3. (3) Drug 1: CC1=C2C(C(=O)C3(C(CC4C(C3C(C(C2(C)C)(CC1OC(=O)C(C(C5=CC=CC=C5)NC(=O)OC(C)(C)C)O)O)OC(=O)C6=CC=CC=C6)(CO4)OC(=O)C)OC)C)OC. Drug 2: CC1C(C(CC(O1)OC2CC(CC3=C2C(=C4C(=C3O)C(=O)C5=CC=CC=C5C4=O)O)(C(=O)C)O)N)O. Cell line: U251. Synergy scores: CSS=39.9, Synergy_ZIP=-12.3, Synergy_Bliss=-15.4, Synergy_Loewe=-7.76, Synergy_HSA=-6.83. (4) Drug 1: CC1=C2C(C(=O)C3(C(CC4C(C3C(C(C2(C)C)(CC1OC(=O)C(C(C5=CC=CC=C5)NC(=O)OC(C)(C)C)O)O)OC(=O)C6=CC=CC=C6)(CO4)OC(=O)C)O)C)O. Drug 2: N.N.Cl[Pt+2]Cl. Cell line: KM12. Synergy scores: CSS=28.8, Synergy_ZIP=-7.93, Synergy_Bliss=-2.78, Synergy_Loewe=-2.53, Synergy_HSA=-3.42.